Dataset: Forward reaction prediction with 1.9M reactions from USPTO patents (1976-2016). Task: Predict the product of the given reaction. (1) Given the reactants [Br:1][C:2]1[CH:10]=[CH:9][CH:8]=[C:7]2[C:3]=1[CH2:4][CH2:5][C:6]12[C:14](=[O:15])[NH:13][C:12](=[O:16])[NH:11]1.C([O-])([O-])=O.[K+].[K+].Br[CH2:24][C:25]([O:27][C:28]([CH3:31])([CH3:30])[CH3:29])=[O:26], predict the reaction product. The product is: [Br:1][C:2]1[CH:10]=[CH:9][CH:8]=[C:7]2[C:3]=1[CH2:4][CH2:5][C:6]12[C:14](=[O:15])[N:13]([CH2:24][C:25]([O:27][C:28]([CH3:31])([CH3:30])[CH3:29])=[O:26])[C:12](=[O:16])[NH:11]1. (2) Given the reactants [CH2:1]([O:3][C:4]1[CH:9]=[C:8]([O:10][CH2:11][CH2:12][CH2:13][CH2:14][C:15]2[C:16]([O:20][CH2:21][CH3:22])=[N:17][NH:18][CH:19]=2)[CH:7]=[CH:6][C:5]=1[CH2:23][CH2:24][C:25]([O:27]C)=[O:26])[CH3:2].[H-].[Na+].Cl[C:32]1[CH:37]=[CH:36][C:35]([C:38]([F:41])([F:40])[F:39])=[CH:34][N:33]=1.[Cl-].[NH4+], predict the reaction product. The product is: [CH2:1]([O:3][C:4]1[CH:9]=[C:8]([O:10][CH2:11][CH2:12][CH2:13][CH2:14][C:15]2[C:16]([O:20][CH2:21][CH3:22])=[N:17][N:18]([C:32]3[CH:37]=[CH:36][C:35]([C:38]([F:41])([F:40])[F:39])=[CH:34][N:33]=3)[CH:19]=2)[CH:7]=[CH:6][C:5]=1[CH2:23][CH2:24][C:25]([OH:27])=[O:26])[CH3:2]. (3) Given the reactants [F:1][C:2]1[CH:3]=[CH:4][C:5]([NH:8][C:9](=[O:14])[C:10]([CH3:13])([CH3:12])[CH3:11])=[N:6][CH:7]=1.C([Li])(C)(C)C.C(C1C=CC(S([N:41]=[N+:42]=[N-:43])(=O)=O)=CC=1)CCCCCCCCCCC.[NH4+].[Cl-], predict the reaction product. The product is: [N:41]([C:4]1[C:5]([NH:8][C:9](=[O:14])[C:10]([CH3:11])([CH3:13])[CH3:12])=[N:6][CH:7]=[C:2]([F:1])[CH:3]=1)=[N+:42]=[N-:43]. (4) Given the reactants [CH3:1][C:2]1[N:7]=[C:6](N)[CH:5]=[CH:4][C:3]=1[N+:9]([O-:11])=[O:10].S(=O)(=O)(O)[OH:13].N([O-])=O.[Na+], predict the reaction product. The product is: [CH3:1][C:2]1[N:7]=[C:6]([OH:13])[CH:5]=[CH:4][C:3]=1[N+:9]([O-:11])=[O:10]. (5) Given the reactants [C:1]([NH:4][C:5]1[CH:6]=[C:7]([N:11]([C:16]2([C:42]([O:44][CH3:45])=[O:43])[CH2:21][CH2:20][N:19]([CH2:22][CH:23]([C:37]3[S:38][CH:39]=[CH:40][CH:41]=3)[C:24]([O:26]CC3C(C)=CC(C)=CC=3C)=[O:25])[CH2:18][CH2:17]2)[C:12](=[O:15])[CH2:13][CH3:14])[CH:8]=[CH:9][CH:10]=1)(=[O:3])[CH3:2].FC(F)(F)C(O)=O, predict the reaction product. The product is: [C:1]([NH:4][C:5]1[CH:6]=[C:7]([N:11]([C:16]2([C:42]([O:44][CH3:45])=[O:43])[CH2:21][CH2:20][N:19]([CH2:22][CH:23]([C:37]3[S:38][CH:39]=[CH:40][CH:41]=3)[C:24]([OH:26])=[O:25])[CH2:18][CH2:17]2)[C:12](=[O:15])[CH2:13][CH3:14])[CH:8]=[CH:9][CH:10]=1)(=[O:3])[CH3:2].